From a dataset of Catalyst prediction with 721,799 reactions and 888 catalyst types from USPTO. Predict which catalyst facilitates the given reaction. Reactant: [CH2:1]([N:4]([C:9]([O:11][C:12]([CH3:15])([CH3:14])[CH3:13])=[O:10])[CH2:5][C:6]([OH:8])=O)[CH:2]=[CH2:3].C(N(CC)CC)C.C(Cl)(=O)C(C)(C)C.Cl.[CH3:31][NH:32][O:33][CH3:34]. Product: [CH2:1]([N:4]([CH2:5][C:6]([N:32]([O:33][CH3:34])[CH3:31])=[O:8])[C:9](=[O:10])[O:11][C:12]([CH3:15])([CH3:14])[CH3:13])[CH:2]=[CH2:3]. The catalyst class is: 7.